The task is: Regression. Given two drug SMILES strings and cell line genomic features, predict the synergy score measuring deviation from expected non-interaction effect.. This data is from NCI-60 drug combinations with 297,098 pairs across 59 cell lines. (1) Drug 1: C1C(C(OC1N2C=NC3=C(N=C(N=C32)Cl)N)CO)O. Drug 2: C1=CN(C=N1)CC(O)(P(=O)(O)O)P(=O)(O)O. Cell line: NCI-H322M. Synergy scores: CSS=-1.23, Synergy_ZIP=0.798, Synergy_Bliss=1.22, Synergy_Loewe=-2.57, Synergy_HSA=-2.82. (2) Drug 1: CCC1(CC2CC(C3=C(CCN(C2)C1)C4=CC=CC=C4N3)(C5=C(C=C6C(=C5)C78CCN9C7C(C=CC9)(C(C(C8N6C=O)(C(=O)OC)O)OC(=O)C)CC)OC)C(=O)OC)O.OS(=O)(=O)O. Drug 2: C1=NC2=C(N=C(N=C2N1C3C(C(C(O3)CO)O)F)Cl)N. Cell line: SN12C. Synergy scores: CSS=27.5, Synergy_ZIP=-8.09, Synergy_Bliss=1.47, Synergy_Loewe=-3.56, Synergy_HSA=-1.93.